Dataset: Full USPTO retrosynthesis dataset with 1.9M reactions from patents (1976-2016). Task: Predict the reactants needed to synthesize the given product. The reactants are: [Cl:1][C:2]1[CH:3]=[C:4]([C:8]2[N:13]=[C:12]3[CH2:14][CH2:15][CH2:16][C:11]3=[C:10]([NH2:17])[CH:9]=2)[CH:5]=[CH:6][CH:7]=1.[Cl:18]N1C(=O)CCC1=O. Given the product [Cl:18][C:9]1[C:10]([NH2:17])=[C:11]2[CH2:16][CH2:15][CH2:14][C:12]2=[N:13][C:8]=1[C:4]1[CH:5]=[CH:6][CH:7]=[C:2]([Cl:1])[CH:3]=1, predict the reactants needed to synthesize it.